Dataset: NCI-60 drug combinations with 297,098 pairs across 59 cell lines. Task: Regression. Given two drug SMILES strings and cell line genomic features, predict the synergy score measuring deviation from expected non-interaction effect. (1) Drug 1: C1=CC(=CC=C1CCC2=CNC3=C2C(=O)NC(=N3)N)C(=O)NC(CCC(=O)O)C(=O)O. Drug 2: CC1=C2C(C(=O)C3(C(CC4C(C3C(C(C2(C)C)(CC1OC(=O)C(C(C5=CC=CC=C5)NC(=O)C6=CC=CC=C6)O)O)OC(=O)C7=CC=CC=C7)(CO4)OC(=O)C)O)C)OC(=O)C. Cell line: HCT-15. Synergy scores: CSS=44.0, Synergy_ZIP=1.53, Synergy_Bliss=0.897, Synergy_Loewe=-0.837, Synergy_HSA=2.73. (2) Synergy scores: CSS=12.3, Synergy_ZIP=-3.81, Synergy_Bliss=-3.08, Synergy_Loewe=-34.4, Synergy_HSA=-3.13. Drug 2: C(CCl)NC(=O)N(CCCl)N=O. Drug 1: CC1C(C(CC(O1)OC2CC(CC3=C2C(=C4C(=C3O)C(=O)C5=C(C4=O)C(=CC=C5)OC)O)(C(=O)CO)O)N)O.Cl. Cell line: SK-OV-3. (3) Drug 1: C1CCN(CC1)CCOC2=CC=C(C=C2)C(=O)C3=C(SC4=C3C=CC(=C4)O)C5=CC=C(C=C5)O. Drug 2: CCC1(CC2CC(C3=C(CCN(C2)C1)C4=CC=CC=C4N3)(C5=C(C=C6C(=C5)C78CCN9C7C(C=CC9)(C(C(C8N6C=O)(C(=O)OC)O)OC(=O)C)CC)OC)C(=O)OC)O.OS(=O)(=O)O. Cell line: OVCAR-8. Synergy scores: CSS=0.0285, Synergy_ZIP=9.19, Synergy_Bliss=13.0, Synergy_Loewe=2.59, Synergy_HSA=7.64. (4) Drug 1: CNC(=O)C1=CC=CC=C1SC2=CC3=C(C=C2)C(=NN3)C=CC4=CC=CC=N4. Drug 2: CC1=C2C(C(=O)C3(C(CC4C(C3C(C(C2(C)C)(CC1OC(=O)C(C(C5=CC=CC=C5)NC(=O)OC(C)(C)C)O)O)OC(=O)C6=CC=CC=C6)(CO4)OC(=O)C)OC)C)OC. Cell line: SF-295. Synergy scores: CSS=52.1, Synergy_ZIP=2.02, Synergy_Bliss=1.41, Synergy_Loewe=-16.9, Synergy_HSA=4.04. (5) Drug 1: CN1C(=O)N2C=NC(=C2N=N1)C(=O)N. Drug 2: C1CN1C2=NC(=NC(=N2)N3CC3)N4CC4. Cell line: LOX IMVI. Synergy scores: CSS=31.8, Synergy_ZIP=-0.134, Synergy_Bliss=-0.834, Synergy_Loewe=-19.4, Synergy_HSA=0.328. (6) Drug 1: C1=CC(=CC=C1CC(C(=O)O)N)N(CCCl)CCCl.Cl. Drug 2: CC1=C(C(CCC1)(C)C)C=CC(=CC=CC(=CC(=O)O)C)C. Cell line: TK-10. Synergy scores: CSS=1.86, Synergy_ZIP=-0.970, Synergy_Bliss=-1.95, Synergy_Loewe=-4.90, Synergy_HSA=-5.21. (7) Drug 1: CN(C)C1=NC(=NC(=N1)N(C)C)N(C)C. Drug 2: C(CN)CNCCSP(=O)(O)O. Cell line: SR. Synergy scores: CSS=3.23, Synergy_ZIP=-8.18, Synergy_Bliss=-18.0, Synergy_Loewe=-14.9, Synergy_HSA=-14.7.